This data is from Reaction yield outcomes from USPTO patents with 853,638 reactions. The task is: Predict the reaction yield, written as a fraction of the theoretical maximum amount of product (1.0 means a 100% yield; for example, 0.34 means a 34% yield). (1) The reactants are [O:1]=[C:2]1[CH2:5][CH:4](C(O)=O)[CH2:3]1.C(Cl)(=O)C(Cl)=O.C[N:16]([CH:18]=[O:19])C.[N-]=[N+]=[N-].[Na+].[CH2:24]([OH:31])[C:25]1[CH:30]=[CH:29][CH:28]=[CH:27][CH:26]=1. The catalyst is ClCCl.O.[Br-].C([N+](CCCC)(CCCC)CCCC)CCC. The product is [O:1]=[C:2]1[CH2:3][CH:4]([NH:16][C:18](=[O:19])[O:31][CH2:24][C:25]2[CH:30]=[CH:29][CH:28]=[CH:27][CH:26]=2)[CH2:5]1. The yield is 0.110. (2) The reactants are [Cl:1][C:2]1[CH:7]=[CH:6][C:5]([N:8]([C@H:12]2[C:21]3[C:16](=[CH:17][CH:18]=[CH:19][CH:20]=3)[N:15]([C:22](=[O:30])[C:23]3[CH:28]=[CH:27][C:26]([OH:29])=[CH:25][CH:24]=3)[C@@H:14]([CH3:31])[CH2:13]2)[C:9](=[O:11])[CH3:10])=[CH:4][CH:3]=1.C([O-])([O-])=O.[K+].[K+].[CH2:38]([O:40][C:41]([C:43]1([CH2:47][CH2:48]Br)[CH2:46][CH2:45][CH2:44]1)=[O:42])[CH3:39]. The catalyst is CN(C=O)C. The product is [CH2:38]([O:40][C:41]([C:43]1([CH2:47][CH2:48][O:29][C:26]2[CH:25]=[CH:24][C:23]([C:22]([N:15]3[C:16]4[C:21](=[CH:20][CH:19]=[CH:18][CH:17]=4)[CH:12]([N:8]([C:9](=[O:11])[CH3:10])[C:5]4[CH:4]=[CH:3][C:2]([Cl:1])=[CH:7][CH:6]=4)[CH2:13][CH:14]3[CH3:31])=[O:30])=[CH:28][CH:27]=2)[CH2:46][CH2:45][CH2:44]1)=[O:42])[CH3:39]. The yield is 0.670. (3) The reactants are Cl[C:2]1[N:7]=[C:6]([NH2:8])[CH:5]=[CH:4][N:3]=1.[CH3:9][O-:10].[Na+]. The catalyst is CO. The product is [CH3:9][O:10][C:2]1[N:7]=[C:6]([NH2:8])[CH:5]=[CH:4][N:3]=1. The yield is 0.500.